Predict the reaction yield, written as a fraction of the theoretical maximum amount of product (1.0 means a 100% yield; for example, 0.34 means a 34% yield). From a dataset of Reaction yield outcomes from USPTO patents with 853,638 reactions. (1) The product is [CH3:25][N:2]([CH3:1])[CH2:3][CH2:4][O:5][C:6]1[CH:7]=[CH:8][C:9]([CH2:12][CH2:13][CH2:14][N:15]2[C:30]3[C:32]([C:34](=[O:35])[NH:26][C:27](=[O:28])[N:29]=3)=[N:24][C:17]3[CH:18]=[C:19]([CH3:23])[C:20]([CH3:22])=[CH:21][C:16]2=3)=[CH:10][CH:11]=1. The reactants are [CH3:1][N:2]([CH3:25])[CH2:3][CH2:4][O:5][C:6]1[CH:11]=[CH:10][C:9]([CH2:12][CH2:13][CH2:14][NH:15][C:16]2[C:17]([NH2:24])=[CH:18][C:19]([CH3:23])=[C:20]([CH3:22])[CH:21]=2)=[CH:8][CH:7]=1.[NH:26]1[C:34](=[O:35])[C:32](=O)[C:30](=O)[NH:29][C:27]1=[O:28].B(O)(O)O. The yield is 0.660. The catalyst is C(O)(=O)C. (2) The reactants are C([O:3][CH2:4][CH2:5][O:6][NH:7][C:8]([C:10]1[C:11]([NH:21][C:22]2[CH:27]=[CH:26][C:25]([Br:28])=[CH:24][C:23]=2[Cl:29])=[C:12]([F:20])[C:13]2[O:17][N:16]=[C:15]([CH3:18])[C:14]=2[CH:19]=1)=[O:9])=C.Cl.[OH-].[Na+]. The catalyst is CCO.CCOC(C)=O. The product is [OH:3][CH2:4][CH2:5][O:6][NH:7][C:8]([C:10]1[C:11]([NH:21][C:22]2[CH:27]=[CH:26][C:25]([Br:28])=[CH:24][C:23]=2[Cl:29])=[C:12]([F:20])[C:13]2[O:17][N:16]=[C:15]([CH3:18])[C:14]=2[CH:19]=1)=[O:9]. The yield is 0.960. (3) The reactants are [OH:1][C:2]1[CH:7]=[CH:6][C:5](/[CH:8]=[CH:9]/[C:10](=[O:18])[CH2:11][CH2:12][CH2:13][CH2:14][CH2:15][CH2:16][CH3:17])=[CH:4][C:3]=1[O:19][CH3:20].[H][H]. The catalyst is C(O)C.[C].[Pd]. The product is [OH:1][C:2]1[CH:7]=[CH:6][C:5]([CH2:8][CH2:9][C:10](=[O:18])[CH2:11][CH2:12][CH2:13][CH2:14][CH2:15][CH2:16][CH3:17])=[CH:4][C:3]=1[O:19][CH3:20]. The yield is 0.580. (4) The reactants are Br[C:2]1[C:7](=[O:8])[N:6]([CH2:9][C:10]2[CH:15]=[CH:14][C:13]([C:16]3[C:17]([C:22]#[N:23])=[CH:18][CH:19]=[CH:20][CH:21]=3)=[CH:12][CH:11]=2)[C:5]([CH2:24][CH2:25][CH3:26])=[N:4][C:3]=1[CH3:27].[NH:28]1[C:36]2[C:31](=[CH:32][C:33](B(O)O)=[CH:34][CH:35]=2)[CH:30]=[CH:29]1.C(=O)([O-])[O-].[Cs+].[Cs+].O1CCOCC1. The catalyst is C(OCC)(=O)C.C1C=CC(P(C2C=CC=CC=2)[C-]2C=CC=C2)=CC=1.C1C=CC(P(C2C=CC=CC=2)[C-]2C=CC=C2)=CC=1.Cl[Pd]Cl.[Fe+2].ClCCl. The product is [NH:28]1[C:36]2[C:31](=[CH:32][C:33]([C:2]3[C:7](=[O:8])[N:6]([CH2:9][C:10]4[CH:15]=[CH:14][C:13]([C:16]5[C:17]([C:22]#[N:23])=[CH:18][CH:19]=[CH:20][CH:21]=5)=[CH:12][CH:11]=4)[C:5]([CH2:24][CH2:25][CH3:26])=[N:4][C:3]=3[CH3:27])=[CH:34][CH:35]=2)[CH:30]=[CH:29]1. The yield is 0.620. (5) The reactants are [NH2:1][C:2]1[CH:3]=[CH:4][C:5]2[S:10][CH2:9][C:8](=[O:11])[NH:7][C:6]=2[CH:12]=1.[C:13]([Si:17]([CH3:25])([CH3:24])[O:18][CH2:19][CH2:20][C@@H:21]1[CH2:23][O:22]1)([CH3:16])([CH3:15])[CH3:14]. The catalyst is CCO.O. The product is [C:13]([Si:17]([CH3:25])([CH3:24])[O:18][CH2:19][CH2:20][C@@H:21]([OH:22])[CH2:23][NH:1][C:2]1[CH:3]=[CH:4][C:5]2[S:10][CH2:9][C:8](=[O:11])[NH:7][C:6]=2[CH:12]=1)([CH3:14])([CH3:16])[CH3:15]. The yield is 0.830. (6) The reactants are [CH3:1][O:2][C:3]1[CH:4]=[C:5]([CH:17]=[CH:18][CH:19]=1)[CH2:6][N:7]1[C:11]2[CH:12]=[CH:13][C:14]([NH2:16])=[CH:15][C:10]=2[N:9]=[CH:8]1.[Br:20]Br.N.C(O)(C)C.C(Cl)(Cl)Cl. The catalyst is CC(O)=O. The product is [CH3:1][O:2][C:3]1[CH:4]=[C:5]([CH:17]=[CH:18][CH:19]=1)[CH2:6][N:7]1[C:11]2[CH:12]=[CH:13][C:14]([NH2:16])=[C:15]([Br:20])[C:10]=2[N:9]=[CH:8]1. The yield is 0.660. (7) The reactants are [Cl:1][C:2]1[C:7]([CH:8]([OH:11])[CH2:9][CH3:10])=[CH:6][N:5]=[C:4]2[N:12]([CH2:15][O:16][CH2:17][CH2:18][Si:19]([CH3:22])([CH3:21])[CH3:20])[CH:13]=[CH:14][C:3]=12. The catalyst is COCCOC.[O-2].[O-2].[Mn+4]. The product is [Cl:1][C:2]1[C:7]([C:8](=[O:11])[CH2:9][CH3:10])=[CH:6][N:5]=[C:4]2[N:12]([CH2:15][O:16][CH2:17][CH2:18][Si:19]([CH3:21])([CH3:20])[CH3:22])[CH:13]=[CH:14][C:3]=12. The yield is 0.530.